This data is from Reaction yield outcomes from USPTO patents with 853,638 reactions. The task is: Predict the reaction yield, written as a fraction of the theoretical maximum amount of product (1.0 means a 100% yield; for example, 0.34 means a 34% yield). (1) The reactants are [F:1][C:2]1[NH:3][C:4]([C:12]2[CH:17]=[CH:16][CH:15]=[CH:14][CH:13]=2)=[CH:5][C:6]=1[C:7]([O:9][CH2:10][CH3:11])=[O:8].[H-].[Na+].C1OCCOCCOCCOCCOC1.[C:35]1([S:41](Cl)(=[O:43])=[O:42])[CH:40]=[CH:39][CH:38]=[CH:37][CH:36]=1. The catalyst is O1CCCC1.[Cl-].[Na+].O. The product is [F:1][C:2]1[N:3]([S:41]([C:35]2[CH:40]=[CH:39][CH:38]=[CH:37][CH:36]=2)(=[O:43])=[O:42])[C:4]([C:12]2[CH:17]=[CH:16][CH:15]=[CH:14][CH:13]=2)=[CH:5][C:6]=1[C:7]([O:9][CH2:10][CH3:11])=[O:8]. The yield is 0.810. (2) The reactants are [Cl:1][C:2]1[CH:3]=[N:4][CH:5]=[C:6]([Cl:10])[C:7]=1[CH:8]=[O:9].[BH4-].[Na+]. The catalyst is CO. The product is [Cl:1][C:2]1[CH:3]=[N:4][CH:5]=[C:6]([Cl:10])[C:7]=1[CH2:8][OH:9]. The yield is 0.780.